The task is: Predict the reaction yield, written as a fraction of the theoretical maximum amount of product (1.0 means a 100% yield; for example, 0.34 means a 34% yield).. This data is from Reaction yield outcomes from USPTO patents with 853,638 reactions. The reactants are [Cl:1][C:2]1[CH:3]=[N:4][C:5]([N:8]2[CH2:13][CH2:12][CH:11]([O:14][C:15]3[S:16][C:17]4[CH:23]=[C:22]([CH:24]5[CH2:29][CH2:28][N:27](C(OC(C)(C)C)=O)[CH2:26][CH2:25]5)[CH:21]=[CH:20][C:18]=4[N:19]=3)[CH2:10][CH2:9]2)=[N:6][CH:7]=1.C(O)(C(F)(F)F)=O. The catalyst is C(Cl)Cl. The product is [Cl:1][C:2]1[CH:7]=[N:6][C:5]([N:8]2[CH2:13][CH2:12][CH:11]([O:14][C:15]3[S:16][C:17]4[CH:23]=[C:22]([CH:24]5[CH2:29][CH2:28][NH:27][CH2:26][CH2:25]5)[CH:21]=[CH:20][C:18]=4[N:19]=3)[CH2:10][CH2:9]2)=[N:4][CH:3]=1. The yield is 0.950.